This data is from Full USPTO retrosynthesis dataset with 1.9M reactions from patents (1976-2016). The task is: Predict the reactants needed to synthesize the given product. (1) Given the product [N:9]1([CH:2]([CH3:8])[C:3]([O:5][CH2:6][CH3:7])=[O:4])[CH2:13][CH2:12][CH2:11][CH2:10]1, predict the reactants needed to synthesize it. The reactants are: Br[CH:2]([CH3:8])[C:3]([O:5][CH2:6][CH3:7])=[O:4].[NH:9]1[CH2:13][CH2:12][CH2:11][CH2:10]1. (2) Given the product [NH:20]1[CH:24]=[C:23]([C:25]2[CH:26]=[CH:27][C:28]([C@H:31]3[CH2:33][C@@H:32]3[C:34]([O:36][CH2:37][CH3:38])=[O:35])=[CH:29][CH:30]=2)[N:22]=[CH:21]1, predict the reactants needed to synthesize it. The reactants are: C([N:20]1[CH:24]=[C:23]([C:25]2[CH:30]=[CH:29][C:28]([C@H:31]3[CH2:33][C@@H:32]3[C:34]([O:36][CH2:37][CH3:38])=[O:35])=[CH:27][CH:26]=2)[N:22]=[CH:21]1)(C1C=CC=CC=1)(C1C=CC=CC=1)C1C=CC=CC=1. (3) Given the product [CH3:55][C:59]([C:110]1[C:109]([S:127]([CH3:128])=[O:24])=[C:108]([NH2:107])[N:112]([C:113]2[C:118]([Cl:119])=[CH:117][C:116]([C:120]([F:123])([F:121])[F:122])=[CH:115][C:114]=2[Cl:124])[N:111]=1)=[O:60], predict the reactants needed to synthesize it. The reactants are: CC[S+]([O-:24])C1C(C#N)=NN(C2C(Cl)=CC(C(F)(F)F)=CC=2Cl)C=1N.C1C(C(F)(F)F)=CC(Cl)=C(N2N=C(C#N)C([S+]([O-])C(F)(F)F)=C2N)C=1Cl.CCC1C(Cl)=[C:55]([C:59](NCC2C=CC(C(C)(C)C)=CC=2)=[O:60])N(C)N=1.CCC1C(Cl)=C(C(NCC2C=CC(OC3C=CC(C)=CC=3)=CC=2)=O)N(C)N=1.COC1C(=O)C=C/C(=C\[NH:107][C:108]2[N:112]([C:113]3[C:118]([Cl:119])=[CH:117][C:116]([C:120]([F:123])([F:122])[F:121])=[CH:115][C:114]=3[Cl:124])[N:111]=[C:110](C#N)[C:109]=2[S:127][C:128](F)(F)F)/C=1. (4) The reactants are: [CH3:1][O:2][CH2:3][CH2:4][O:5][C:6]1[CH:7]=[C:8]2[C:12](=[C:13]([N+:15]([O-])=O)[CH:14]=1)[NH:11][C:10]([C:18]([O:20][CH2:21][CH3:22])=[O:19])=[CH:9]2. Given the product [NH2:15][C:13]1[CH:14]=[C:6]([O:5][CH2:4][CH2:3][O:2][CH3:1])[CH:7]=[C:8]2[C:12]=1[NH:11][C:10]([C:18]([O:20][CH2:21][CH3:22])=[O:19])=[CH:9]2, predict the reactants needed to synthesize it. (5) Given the product [F:8][C:4]1[CH:5]=[CH:6][CH:7]=[C:2]([F:1])[C:3]=1[C:9]1[NH:10][C:11]2[C:16]([CH:17]=1)=[CH:15][C:14]([C:18]1[CH:23]=[N:39][C:21]([O:24][CH3:25])=[CH:20][C:19]=1[CH3:29])=[CH:13][CH:12]=2, predict the reactants needed to synthesize it. The reactants are: [F:1][C:2]1[CH:7]=[CH:6][CH:5]=[C:4]([F:8])[C:3]=1[C:9]1[NH:10][C:11]2[C:16]([CH:17]=1)=[CH:15][C:14]([C:18]1[CH:23]=C[C:21]([O:24][C:25](F)(F)F)=[CH:20][C:19]=1[CH3:29])=[CH:13][CH:12]=2.FC1C=CC=C(F)C=1C1[NH:39]C2C(C=1)=CC(B1OC(C)(C)C(C)(C)O1)=CC=2.BrC1C(C)=CC(OC)=NC=1.